Dataset: Experimentally validated miRNA-target interactions with 360,000+ pairs, plus equal number of negative samples. Task: Binary Classification. Given a miRNA mature sequence and a target amino acid sequence, predict their likelihood of interaction. The miRNA is hsa-miR-4685-3p with sequence UCUCCCUUCCUGCCCUGGCUAG. The protein sequence of the target gene is MMAEQVKCASPVAASGAGPGPVVNAELEVKKLQELVRKLEKQNEQLRSRAASAAAAPHLLLLQPPPPSAPPPAGACSPLATHRAPASTTSPGPGALGPAFPGTYCLPSPAPSLLCSLQPADAPFVYSKPAAGFFGGGGSPEPGTAGTPPGEAATPPLPPPTLLDEVEPLDLESLAAWSEEDDYTWLYVGSSKTFTSPEKSPSPLQWCRHVLDNPTPEMEAARRSLRFRLEQGYTSRGSPLSPQSSIDSELSTSELEDDSISMGYKLQDLTDVQIMARLQEESLRQDYASTSASVSRNSSS.... Result: 0 (no interaction).